The task is: Predict the product of the given reaction.. This data is from Forward reaction prediction with 1.9M reactions from USPTO patents (1976-2016). (1) Given the reactants Cl[CH2:2][CH2:3][CH2:4][CH2:5][CH2:6][N:7]1[C:12](=[O:13])[N:11]([CH3:14])[C:10](=[O:15])[CH:9]=[N:8]1.C(N(CC)CC)C.[CH2:23]([N:30]1[CH2:35][CH2:34][NH:33][CH2:32][CH2:31]1)[C:24]1[CH:29]=[CH:28][CH:27]=[CH:26][CH:25]=1, predict the reaction product. The product is: [CH2:23]([N:30]1[CH2:35][CH2:34][N:33]([CH2:2][CH2:3][CH2:4][CH2:5][CH2:6][N:7]2[C:12](=[O:13])[N:11]([CH3:14])[C:10](=[O:15])[CH:9]=[N:8]2)[CH2:32][CH2:31]1)[C:24]1[CH:25]=[CH:26][CH:27]=[CH:28][CH:29]=1. (2) Given the reactants [CH3:1][O:2][C:3]1[C:7]2[C:8](=[O:25])[N:9]([CH2:16][C:17](=[O:24])[C:18]3[CH:23]=[CH:22][CH:21]=[CH:20][CH:19]=3)[C:10]3[CH:11]=[CH:12][CH:13]=[CH:14][C:15]=3[C:6]=2[N:5]([CH3:26])[C:4]=1[C:27]([NH:29][CH:30]1[CH2:35][CH2:34][NH:33][CH2:32][CH2:31]1)=[O:28].Br[C:37]1[CH:38]=[C:39]([CH:42]=[CH:43][CH:44]=1)[C:40]#[N:41].CC(C1C=C(C(C)C)C(C2C=CC=CC=2P(C2CCCCC2)C2CCCCC2)=C(C(C)C)C=1)C.CC(C)([O-])C.[Na+].C(N(CC)CC)C, predict the reaction product. The product is: [C:40]([C:39]1[CH:38]=[C:37]([N:33]2[CH2:32][CH2:31][CH:30]([NH:29][C:27]([C:4]3[N:5]([CH3:26])[C:6]4[C:15]5[CH:14]=[CH:13][CH:12]=[CH:11][C:10]=5[N:9]([CH2:16][C:17](=[O:24])[C:18]5[CH:23]=[CH:22][CH:21]=[CH:20][CH:19]=5)[C:8](=[O:25])[C:7]=4[C:3]=3[O:2][CH3:1])=[O:28])[CH2:35][CH2:34]2)[CH:44]=[CH:43][CH:42]=1)#[N:41]. (3) The product is: [CH2:26]([N:22]([CH:23]1[CH2:25][CH2:24]1)[CH2:21][CH2:20][CH2:19][CH2:18][N:10]([CH2:9][C:5]1[CH:4]=[C:3]([CH2:2][NH:1][CH2:34][C:35]#[N:36])[CH:8]=[CH:7][N:6]=1)[C:11](=[O:17])[O:12][C:13]([CH3:16])([CH3:14])[CH3:15])[C:27]1[CH:28]=[CH:29][CH:30]=[CH:31][CH:32]=1. Given the reactants [NH2:1][CH2:2][C:3]1[CH:8]=[CH:7][N:6]=[C:5]([CH2:9][N:10]([CH2:18][CH2:19][CH2:20][CH2:21][N:22]([CH2:26][C:27]2[CH:32]=[CH:31][CH:30]=[CH:29][CH:28]=2)[CH:23]2[CH2:25][CH2:24]2)[C:11](=[O:17])[O:12][C:13]([CH3:16])([CH3:15])[CH3:14])[CH:4]=1.Br[CH2:34][C:35]#[N:36].CCN(C(C)C)C(C)C, predict the reaction product. (4) Given the reactants [O:1]1[C:6]2[CH:7]=[CH:8][C:9]([CH2:11][C:12]3[CH:13]=[C:14]([C@H:20]4[C@H:25]([OH:26])[C@@H:24]([OH:27])[C@H:23]([OH:28])[C@@H:22]([CH2:29][OH:30])[O:21]4)[CH:15]=[CH:16][C:17]=3[CH2:18][CH3:19])=[CH:10][C:5]=2[O:4][CH2:3][CH2:2]1.[C:31](Cl)([C:44]1[CH:49]=[CH:48][CH:47]=[CH:46][CH:45]=1)([C:38]1[CH:43]=[CH:42][CH:41]=[CH:40][CH:39]=1)[C:32]1[CH:37]=[CH:36][CH:35]=[CH:34][CH:33]=1, predict the reaction product. The product is: [O:1]1[C:6]2[CH:7]=[CH:8][C:9]([CH2:11][C:12]3[CH:13]=[C:14]([C@H:20]4[C@H:25]([OH:26])[C@@H:24]([OH:27])[C@H:23]([OH:28])[C@@H:22]([CH2:29][O:30][C:31]([C:32]5[CH:37]=[CH:36][CH:35]=[CH:34][CH:33]=5)([C:44]5[CH:45]=[CH:46][CH:47]=[CH:48][CH:49]=5)[C:38]5[CH:39]=[CH:40][CH:41]=[CH:42][CH:43]=5)[O:21]4)[CH:15]=[CH:16][C:17]=3[CH2:18][CH3:19])=[CH:10][C:5]=2[O:4][CH2:3][CH2:2]1.